From a dataset of Reaction yield outcomes from USPTO patents with 853,638 reactions. Predict the reaction yield, written as a fraction of the theoretical maximum amount of product (1.0 means a 100% yield; for example, 0.34 means a 34% yield). The reactants are [F:1][C:2]1[CH:7]=[C:6]([C:8]2[CH:13]=[N:12][CH:11]=[C:10]3[N:14]([CH3:17])[N:15]=[CH:16][C:9]=23)[CH:5]=[CH:4][C:3]=1[NH2:18].[C:19]([O-:22])([O-])=[O:20].[Na+].[Na+]. The catalyst is C1COCC1. The product is [C:2]1([O:22][C:19](=[O:20])[NH:18][C:3]2[CH:4]=[CH:5][C:6]([C:8]3[CH:13]=[N:12][CH:11]=[C:10]4[N:14]([CH3:17])[N:15]=[CH:16][C:9]=34)=[CH:7][C:2]=2[F:1])[CH:7]=[CH:6][CH:5]=[CH:4][CH:3]=1. The yield is 0.570.